Dataset: CYP2C9 inhibition data for predicting drug metabolism from PubChem BioAssay. Task: Regression/Classification. Given a drug SMILES string, predict its absorption, distribution, metabolism, or excretion properties. Task type varies by dataset: regression for continuous measurements (e.g., permeability, clearance, half-life) or binary classification for categorical outcomes (e.g., BBB penetration, CYP inhibition). Dataset: cyp2c9_veith. (1) The compound is COc1ccc(-c2cc(=O)oc3cc4occ(C)c4cc23)cc1. The result is 1 (inhibitor). (2) The molecule is Cc1ccc(C)c(-n2c(Cc3cc(=O)[nH]c(=O)[nH]3)nnc2SCC(=O)NCC2CCCO2)c1. The result is 0 (non-inhibitor). (3) The compound is O=C1[C@@H]2C=CC=CC2=NC(=S)N1CCN1CCC(=C(c2ccc(F)cc2)c2ccc(F)cc2)CC1. The result is 1 (inhibitor). (4) The molecule is Cc1cc2ncn(CC(=O)O)c2cc1C. The result is 0 (non-inhibitor). (5) The compound is CN(CCc1ccc(Cl)c(Cl)c1)CCN1CCCCCC1. The result is 0 (non-inhibitor). (6) The result is 0 (non-inhibitor). The molecule is c1cncc(CNc2ncn[nH]2)c1.